Predict the product of the given reaction. From a dataset of Forward reaction prediction with 1.9M reactions from USPTO patents (1976-2016). (1) Given the reactants [N+:1]([C:4]1[CH:9]=[CH:8][C:7]([C:10]2[S:14][C:13]([CH:15]3[CH2:20][CH2:19][CH:18]([CH2:21][C:22]([OH:24])=O)[CH2:17][CH2:16]3)=[N:12][CH:11]=2)=[CH:6][CH:5]=1)([O-:3])=[O:2].C(Cl)(=O)C(Cl)=O.[OH:31][NH:32][C:33](=[NH:35])[CH3:34], predict the reaction product. The product is: [OH:31]/[N:32]=[C:33](/[NH:35][C:22](=[O:24])[CH2:21][CH:18]1[CH2:17][CH2:16][CH:15]([C:13]2[S:14][C:10]([C:7]3[CH:8]=[CH:9][C:4]([N+:1]([O-:3])=[O:2])=[CH:5][CH:6]=3)=[CH:11][N:12]=2)[CH2:20][CH2:19]1)\[CH3:34]. (2) Given the reactants [N+:1]([C:4]1[CH:8]=[CH:7][NH:6][N:5]=1)([O-:3])=[O:2].C([O-])(=O)C.[Na+].C(O)(=O)C.[Br:18]Br, predict the reaction product. The product is: [Br:18][C:8]1[C:4]([N+:1]([O-:3])=[O:2])=[N:5][NH:6][CH:7]=1. (3) Given the reactants [CH2:1]([C:3]1[CH:4]=[C:5]([C:12]([C:14]2[C:23]3[C:18](=[CH:19][CH:20]=[CH:21][CH:22]=3)[CH:17]=[CH:16][CH:15]=2)=[O:13])[CH:6]=[CH:7][C:8]=1[N+:9]([O-:11])=[O:10])[CH3:2].[CH2:24](O)[CH2:25][CH2:26][OH:27], predict the reaction product. The product is: [CH2:1]([C:3]1[CH:4]=[C:5]([C:12]2([C:14]3[C:23]4[C:18](=[CH:19][CH:20]=[CH:21][CH:22]=4)[CH:17]=[CH:16][CH:15]=3)[O:27][CH2:26][CH2:25][CH2:24][O:13]2)[CH:6]=[CH:7][C:8]=1[N+:9]([O-:11])=[O:10])[CH3:2]. (4) Given the reactants [CH2:1]([C:3]1([CH2:22][CH3:23])[C:8]2[CH:9]=[C:10]([C:13]3[N:17]([CH3:18])[C:16]([C:19]#[N:20])=[CH:15][CH:14]=3)[CH:11]=[CH:12][C:7]=2[NH:6][C:5](=O)[O:4]1)[CH3:2].COC1C=CC(P2(SP(C3C=CC(OC)=CC=3)(=S)S2)=[S:33])=CC=1.C(=O)([O-])[O-].[Na+].[Na+], predict the reaction product. The product is: [CH2:1]([C:3]1([CH2:22][CH3:23])[C:8]2[CH:9]=[C:10]([C:13]3[N:17]([CH3:18])[C:16]([C:19]#[N:20])=[CH:15][CH:14]=3)[CH:11]=[CH:12][C:7]=2[NH:6][C:5](=[S:33])[O:4]1)[CH3:2]. (5) Given the reactants [C:1]1(=O)[O:5][CH2:4][CH2:3][CH2:2]1.[NH2:7][CH2:8][CH2:9][OH:10], predict the reaction product. The product is: [OH:10][CH2:9][CH2:8][N:7]1[CH2:1][CH2:2][CH2:3][C:4]1=[O:5]. (6) Given the reactants [F:1][C:2]([F:17])([F:16])[O:3][C:4]1[CH:5]=[C:6]2[C:11](=[CH:12][CH:13]=1)[O:10][CH2:9][C:8]([C:14]#N)=[CH:7]2.[OH-:18].[Na+].[OH2:20].Cl, predict the reaction product. The product is: [F:1][C:2]([F:17])([F:16])[O:3][C:4]1[CH:5]=[C:6]2[C:11](=[CH:12][CH:13]=1)[O:10][CH2:9][C:8]([C:14]([OH:20])=[O:18])=[CH:7]2. (7) Given the reactants [C:1]([NH:4][C:5]1[NH:6][C:7](=[O:23])[C:8]2[N:9]=[CH:10][N:11]([C:21]=2[N:22]=1)[C@@H]1O[C@H](CO)[C@@H](O)[C@H]1O)(=[O:3])[CH3:2].[C:24]([O:32][C@@H:33]1[C@H:37]([F:38])[C@@H:36]([CH2:39][CH:40]([P:48]([O:53][CH2:54][CH3:55])([O:50][CH2:51][CH3:52])=[O:49])[S:41][C:42]2[CH:47]=[CH:46][CH:45]=[CH:44][CH:43]=2)[O:35][C@H:34]1OC(=O)C)(=[O:31])[C:25]1[CH:30]=[CH:29][CH:28]=[CH:27][CH:26]=1.Cl[Sn](Cl)(Cl)Cl, predict the reaction product. The product is: [C:24]([O:32][C@@H:33]1[C@H:37]([F:38])[C@@H:36]([CH2:39][CH:40]([P:48]([O:53][CH2:54][CH3:55])([O:50][CH2:51][CH3:52])=[O:49])[S:41][C:42]2[CH:47]=[CH:46][CH:45]=[CH:44][CH:43]=2)[O:35][C@H:34]1[N:11]1[CH:10]=[N:9][C:8]2[C:7](=[O:23])[NH:6][C:5]([NH:4][C:1](=[O:3])[CH3:2])=[N:22][C:21]1=2)(=[O:31])[C:25]1[CH:30]=[CH:29][CH:28]=[CH:27][CH:26]=1. (8) Given the reactants [CH2:1]([C@H:8]1[CH2:12][O:11][C:10](=[O:13])[N:9]1[C:14](=[O:23])[CH2:15][C:16]1[CH:21]=[CH:20][C:19]([F:22])=[CH:18][CH:17]=1)[C:2]1[CH:7]=[CH:6][CH:5]=[CH:4][CH:3]=1.IC.[CH3:26][Si]([N-][Si](C)(C)C)(C)C.[Na+], predict the reaction product. The product is: [CH2:1]([C@H:8]1[CH2:12][O:11][C:10](=[O:13])[N:9]1[C:14](=[O:23])[C@H:15]([C:16]1[CH:17]=[CH:18][C:19]([F:22])=[CH:20][CH:21]=1)[CH3:26])[C:2]1[CH:7]=[CH:6][CH:5]=[CH:4][CH:3]=1.